From a dataset of NCI-60 drug combinations with 297,098 pairs across 59 cell lines. Regression. Given two drug SMILES strings and cell line genomic features, predict the synergy score measuring deviation from expected non-interaction effect. (1) Drug 1: C1=CC(=C2C(=C1NCCNCCO)C(=O)C3=C(C=CC(=C3C2=O)O)O)NCCNCCO. Drug 2: C1CN1P(=S)(N2CC2)N3CC3. Cell line: HT29. Synergy scores: CSS=35.8, Synergy_ZIP=2.02, Synergy_Bliss=3.15, Synergy_Loewe=-12.3, Synergy_HSA=4.48. (2) Drug 1: CC1=C2C(C(=O)C3(C(CC4C(C3C(C(C2(C)C)(CC1OC(=O)C(C(C5=CC=CC=C5)NC(=O)OC(C)(C)C)O)O)OC(=O)C6=CC=CC=C6)(CO4)OC(=O)C)OC)C)OC. Drug 2: C1CN(CCN1C(=O)CCBr)C(=O)CCBr. Cell line: SK-MEL-5. Synergy scores: CSS=28.9, Synergy_ZIP=-2.79, Synergy_Bliss=-3.18, Synergy_Loewe=-14.7, Synergy_HSA=-2.32. (3) Drug 1: CNC(=O)C1=CC=CC=C1SC2=CC3=C(C=C2)C(=NN3)C=CC4=CC=CC=N4. Drug 2: CC(C1=C(C=CC(=C1Cl)F)Cl)OC2=C(N=CC(=C2)C3=CN(N=C3)C4CCNCC4)N. Cell line: A498. Synergy scores: CSS=9.09, Synergy_ZIP=-4.07, Synergy_Bliss=-2.54, Synergy_Loewe=-2.93, Synergy_HSA=-1.95.